Dataset: Experimentally validated miRNA-target interactions with 360,000+ pairs, plus equal number of negative samples. Task: Binary Classification. Given a miRNA mature sequence and a target amino acid sequence, predict their likelihood of interaction. (1) The miRNA is hsa-miR-1911-5p with sequence UGAGUACCGCCAUGUCUGUUGGG. The protein sequence of the target gene is MQRAGSSGARGECDISGAGRLRLEQAARLGGRTVHTSPGGGLGARQAAGMSAKERPKGKVIKDSVTLLPCFYFVELPILASSVVSLYFLELTDVFKPVHSGFSCYDRSLSMPYIEPTQEAIPFLMLLSLAFAGPAITIMVGEGILYCCLSKRRNGAGLEPNINAGGCNFNSFLRRAVRFVGVHVFGLCSTALITDIIQLSTGYQAPYFLTVCKPNYTSLNVSCKENSYIVEDICSGSDLTVINSGRKSFPSQHATLAAFAAVYVSMYFNSTLTDSSKLLKPLLVFTFIICGIICGLTRIT.... Result: 0 (no interaction). (2) The miRNA is mmu-miR-434-3p with sequence UUUGAACCAUCACUCGACUCCU. The protein sequence of the target gene is MGRITEDLIRRNAEHNDCVIFSLEELSLHQQEIERLEHIDKWCRDLKILYLQNNLIGKIENVSKLKKLEYLNLALNNIERIENLEGCEWLTKLDLTVNFIGELSSVKTLTHNIHLKELFLMGNPCADFDGYRQFVVVTLQQLKWLDGKEIERSERIQALQNYTSVEQQIREQEKAYCLRRAKEKEEAQRKLEEENESEDKKKSSTGFDGHWYTDIHTACPSATENQDYPQVPETQEEQHNTKESDDIEDDLAFWNKPSLFTPESRLETLRHMEKQRKAQDKLSEKKKKAKPPRTLITEDG.... Result: 1 (interaction). (3) The miRNA is mmu-miR-140-5p with sequence CAGUGGUUUUACCCUAUGGUAG. The protein sequence of the target gene is MAELDIGQHCQVQHCRQRDFLPFVCDGCSGIFCLEHRSKDSHGCSEVNVVKERPKTDEHKSYSCSFKGCTDVELVAVICPYCEKNFCLRHRHQSDHDCEKLEVAKPRMAATQKLVRDIVDAKTGGAASKGRKGAKSSGTAAKVALMKLKMHADGDKSLPQTERTYFQVYLPKGSKEKSKAMFFCLRWSIGKVVDFAASLANLRNENNKLTAKKLRLCHVPSGEALPLDHTLERWITKEECPLYNGGNVILEYLNDEEQFLKNVDSYLE. Result: 1 (interaction). (4) The miRNA is hsa-miR-563 with sequence AGGUUGACAUACGUUUCCC. The protein sequence of the target gene is MKKDGSSGSFGIKASPGSLSRAVSWINFSSLSRQTKRLFRSDGELSVCGHQVEADDENWIYRTQPRKAVSNLDEESRWTVHYTAPWHQQENVFLPATRPPCVEDLHRQAKLNLKSVLRECDKLRQDGCRSSQYYSQGPTFAAGSSPCDDYQDEDTEADRKCSLSSSEEERFIGIRRPKTPTSGDFSDLHTQTNWTKSLPLPTPEEKTRQQAQTVQADVVPINITASATGQDDDGSAHSLYVPDHYSTLGRLDSYRSTGQCLETRDTSCQTEDVKVIPPSMRRIRAHKGVGVAAQMSHLSG.... Result: 0 (no interaction). (5) The miRNA is dme-miR-8-3p with sequence UAAUACUGUCAGGUAAAGAUGUC. The protein sequence of the target gene is MQPRTPLTLCVLLSQVLLVTSADDLECTPGFQRKVLHIHQPAEFIEDQPVLNLTFNDCKGNEKLHYEVSSPHFKVNSDGTLVALRNITAVGRTLFVHARTPHAEDMAELVIVGGKDIQGSLQDIFKFARTSPVPRQKRSIVVSPILIPENQRQPFPRDVGKVVDSDRPEGSKFRLTGKGVDQDPKGTFRINENTGSVSVTRTLDRETIATYQLYVETTDASGKTLEGPVPLEVIVIDQNDNRPIFREGPYIGHVMEGSPTGTTVMRMTAFDADDPATDNALLRYNIRQQTPDKPSPNMFY.... Result: 0 (no interaction). (6) The miRNA is mmu-miR-692 with sequence AUCUCUUUGAGCGCCUCACUC. The protein sequence of the target gene is MFWKFDLHTSSHLDTLLEKEDLSLPELLDEEDVLQECKVVNRKLLDFLLQPSHLQAMVAWVTQEPPASGEERLRYKYPSVACEILTSDVPQINDALGADESLLNRLYGFLQSGDSLNPLLASFFSKVMGILINRKTDQLVSFLRKKDDFVDLLLRHIGTSAIMDLLLRLLTCVERPQLRQDVFNWLNEEKIVQRLIEQIHPSKDDNQHSNASQSLCDIIRLSREQMIQGQDSPEPDQLLATLEKQETIEQLLSNMFEGEQCQSVIVSGIQVLLTLLEPRRPRSDSVTMNNFFSSVDGQLE.... Result: 1 (interaction).